From a dataset of Peptide-MHC class I binding affinity with 185,985 pairs from IEDB/IMGT. Regression. Given a peptide amino acid sequence and an MHC pseudo amino acid sequence, predict their binding affinity value. This is MHC class I binding data. (1) The peptide sequence is DMLLNVQTLI. The MHC is HLA-A02:06 with pseudo-sequence HLA-A02:06. The binding affinity (normalized) is 0.476. (2) The peptide sequence is WTLETLPRV. The MHC is HLA-A02:06 with pseudo-sequence HLA-A02:06. The binding affinity (normalized) is 1.00. (3) The peptide sequence is ITLWQRPLV. The MHC is HLA-A33:01 with pseudo-sequence HLA-A33:01. The binding affinity (normalized) is 0. (4) The peptide sequence is RTHRLRRWR. The MHC is HLA-A03:01 with pseudo-sequence HLA-A03:01. The binding affinity (normalized) is 0.368.